This data is from HIV replication inhibition screening data with 41,000+ compounds from the AIDS Antiviral Screen. The task is: Binary Classification. Given a drug SMILES string, predict its activity (active/inactive) in a high-throughput screening assay against a specified biological target. (1) The compound is CC(C)=CCNc1nc(Cl)nc2[nH]cnc12. The result is 0 (inactive). (2) The molecule is O=[N+]([O-])c1ccc(C=c2sc3scc(-c4ccc([N+](=O)[O-])cc4)[n+]3c2=Cc2ccc([N+](=O)[O-])cc2)cc1.[Br-]. The result is 0 (inactive).